Dataset: Full USPTO retrosynthesis dataset with 1.9M reactions from patents (1976-2016). Task: Predict the reactants needed to synthesize the given product. (1) Given the product [NH2:7][CH2:8][C:9]([C:11]1[CH:12]=[C:13]2[C:18](=[CH:19][CH:20]=1)[CH:17]([NH:21][C:22](=[O:42])[CH2:23][CH:24]1[CH2:28][CH2:27][CH2:26][N:25]1[S:29]([C:32]1[CH:37]=[CH:36][CH:35]=[C:34]([C:38]([F:41])([F:39])[F:40])[CH:33]=1)(=[O:31])=[O:30])[CH2:16][CH2:15][CH2:14]2)=[CH2:10], predict the reactants needed to synthesize it. The reactants are: C(OC(=O)[NH:7][CH2:8][C:9]([C:11]1[CH:20]=[CH:19][C:18]2[CH:17]([NH:21][C:22](=[O:42])[CH2:23][CH:24]3[CH2:28][CH2:27][CH2:26][N:25]3[S:29]([C:32]3[CH:37]=[CH:36][CH:35]=[C:34]([C:38]([F:41])([F:40])[F:39])[CH:33]=3)(=[O:31])=[O:30])[CH2:16][CH2:15][CH2:14][C:13]=2[CH:12]=1)=[CH2:10])(C)(C)C. (2) Given the product [CH3:1][C:2]1[CH:7]=[C:6]([N+:8]([O-:10])=[O:9])[CH:5]=[CH:4][C:3]=1[N:11]1[C:15]2[CH2:16][CH2:17][CH2:18][C:14]=2[C:13]([CH2:19][OH:20])=[N:12]1, predict the reactants needed to synthesize it. The reactants are: [CH3:1][C:2]1[CH:7]=[C:6]([N+:8]([O-:10])=[O:9])[CH:5]=[CH:4][C:3]=1[N:11]1[C:15]2[CH2:16][CH2:17][CH2:18][C:14]=2[C:13]([C:19](OC)=[O:20])=[N:12]1.O.[BH4-].[Na+].Cl. (3) Given the product [CH3:1][O:2][CH:3]([C:21]1[CH:26]=[CH:25][CH:24]=[CH:23][CH:22]=1)[CH:4]1[CH2:9][CH2:8][N:7]([C:10]2[CH:20]=[CH:19][C:13]([C:14]([NH:28][NH2:29])=[O:15])=[CH:12][CH:11]=2)[CH2:6][CH2:5]1, predict the reactants needed to synthesize it. The reactants are: [CH3:1][O:2][CH:3]([C:21]1[CH:26]=[CH:25][CH:24]=[CH:23][CH:22]=1)[CH:4]1[CH2:9][CH2:8][N:7]([C:10]2[CH:20]=[CH:19][C:13]([C:14](OCC)=[O:15])=[CH:12][CH:11]=2)[CH2:6][CH2:5]1.O.[NH2:28][NH2:29]. (4) Given the product [OH:2][CH2:1][C:3]1[O:7][N:6]=[C:5]([C:8]2[CH:13]=[CH:12][CH:11]=[CH:10][N:9]=2)[C:4]=1[CH2:14][O:15][C:16]1[CH:23]=[CH:22][C:19]([C:20]#[N:21])=[CH:18][N:17]=1, predict the reactants needed to synthesize it. The reactants are: [CH:1]([C:3]1[O:7][N:6]=[C:5]([C:8]2[CH:13]=[CH:12][CH:11]=[CH:10][N:9]=2)[C:4]=1[CH2:14][O:15][C:16]1[CH:23]=[CH:22][C:19]([C:20]#[N:21])=[CH:18][N:17]=1)=[O:2].[BH4-].[Na+].